The task is: Regression. Given two drug SMILES strings and cell line genomic features, predict the synergy score measuring deviation from expected non-interaction effect.. This data is from NCI-60 drug combinations with 297,098 pairs across 59 cell lines. (1) Synergy scores: CSS=15.2, Synergy_ZIP=-3.70, Synergy_Bliss=1.62, Synergy_Loewe=0.492, Synergy_HSA=0.900. Cell line: NCI/ADR-RES. Drug 1: CC1CCC2CC(C(=CC=CC=CC(CC(C(=O)C(C(C(=CC(C(=O)CC(OC(=O)C3CCCCN3C(=O)C(=O)C1(O2)O)C(C)CC4CCC(C(C4)OC)OCCO)C)C)O)OC)C)C)C)OC. Drug 2: CC1CCCC2(C(O2)CC(NC(=O)CC(C(C(=O)C(C1O)C)(C)C)O)C(=CC3=CSC(=N3)C)C)C. (2) Drug 1: C1C(C(OC1N2C=C(C(=O)NC2=O)F)CO)O. Drug 2: C1CNP(=O)(OC1)N(CCCl)CCCl. Cell line: MOLT-4. Synergy scores: CSS=36.5, Synergy_ZIP=0.0544, Synergy_Bliss=-0.618, Synergy_Loewe=-47.7, Synergy_HSA=-0.511.